This data is from Reaction yield outcomes from USPTO patents with 853,638 reactions. The task is: Predict the reaction yield, written as a fraction of the theoretical maximum amount of product (1.0 means a 100% yield; for example, 0.34 means a 34% yield). (1) The reactants are [Br:1][C:2]1[CH:3]=[C:4]2[C:8](=[CH:9][CH:10]=1)NC=[C:5]2C=O.P([O-])([O-])(O)=O.[NH4+:18].[NH4+].[N+:20]([CH2:23][CH2:24][CH3:25])([O-])=O. The catalyst is C(O)(=O)C. The product is [Br:1][C:2]1[CH:10]=[C:9]2[C:8](=[C:4]([CH3:5])[CH:3]=1)[NH:20][CH:23]=[C:24]2[C:25]#[N:18]. The yield is 0.870. (2) The reactants are [CH2:1]([C:5]1[CH:10]=[CH:9][C:8]([C:11]#[C:12][C:13]2[CH:20]=[CH:19][C:16]([CH:17]=O)=[CH:15][CH:14]=2)=[CH:7][CH:6]=1)[CH2:2][CH2:3][CH3:4].[Cl:21][C:22]1[CH:27]=[CH:26][C:25]([CH2:28][CH2:29][NH2:30])=[CH:24][CH:23]=1.[BH4-].[Na+].[Na+].[Cl-]. The catalyst is C1(C)C=CC=CC=1.O. The product is [CH2:1]([C:5]1[CH:10]=[CH:9][C:8]([C:11]#[C:12][C:13]2[CH:20]=[CH:19][C:16]([CH2:17][NH:30][CH2:29][CH2:28][C:25]3[CH:26]=[CH:27][C:22]([Cl:21])=[CH:23][CH:24]=3)=[CH:15][CH:14]=2)=[CH:7][CH:6]=1)[CH2:2][CH2:3][CH3:4]. The yield is 0.540.